Dataset: Catalyst prediction with 721,799 reactions and 888 catalyst types from USPTO. Task: Predict which catalyst facilitates the given reaction. (1) Reactant: [OH-].[Na+].[NH2:3][C@@H:4]([C:7]([OH:9])=[O:8])[CH2:5][OH:6].[CH3:10][C:11]([O:14][C:15](O[C:15]([O:14][C:11]([CH3:13])([CH3:12])[CH3:10])=[O:16])=[O:16])([CH3:13])[CH3:12].S(OC)(O[CH3:29])(=O)=O. Product: [C:15]([NH:3][C@@H:4]([C:7]([OH:9])=[O:8])[CH2:5][O:6][CH3:29])([O:14][C:11]([CH3:13])([CH3:12])[CH3:10])=[O:16]. The catalyst class is: 6. (2) Reactant: O[CH2:2][CH2:3][CH2:4][S:5][C:6]1[CH:11]=[CH:10][CH:9]=[CH:8][C:7]=1[OH:12].C1(P(C2C=CC=CC=2)C2C=CC=CC=2)C=CC=CC=1.N(C(OCC)=O)=NC(OCC)=O. Product: [CH:11]1[C:6]2[S:5][CH2:4][CH2:3][CH2:2][O:12][C:7]=2[CH:8]=[CH:9][CH:10]=1. The catalyst class is: 1.